From a dataset of TCR-epitope binding with 47,182 pairs between 192 epitopes and 23,139 TCRs. Binary Classification. Given a T-cell receptor sequence (or CDR3 region) and an epitope sequence, predict whether binding occurs between them. (1) The epitope is FLPRVFSAV. The TCR CDR3 sequence is CASSAATGTVTYEQYF. Result: 1 (the TCR binds to the epitope). (2) The epitope is TLDSKTQSL. The TCR CDR3 sequence is CASSQGPNQPQHF. Result: 0 (the TCR does not bind to the epitope). (3) The epitope is GPGHKARVL. The TCR CDR3 sequence is CATSREPGSIVNEQFF. Result: 1 (the TCR binds to the epitope). (4) The epitope is AMFWSVPTV. The TCR CDR3 sequence is CSARELAGFQETQYF. Result: 1 (the TCR binds to the epitope). (5) The epitope is ALSKGVHFV. The TCR CDR3 sequence is CASSQLGLAETDTQYF. Result: 1 (the TCR binds to the epitope).